From a dataset of Forward reaction prediction with 1.9M reactions from USPTO patents (1976-2016). Predict the product of the given reaction. (1) Given the reactants [CH3:1][C:2]([C:4]1[CH:5]=[CH:6][CH:7]=[C:8]([OH:10])[CH:9]=1)=O.[H][H].[NH3:13], predict the reaction product. The product is: [OH:10][C:8]1[CH:9]=[C:4]([CH:2]([NH2:13])[CH3:1])[CH:5]=[CH:6][CH:7]=1. (2) Given the reactants C[O-].[Na+].[Br:4][C:5]1[CH:10]=[CH:9][C:8]([N:11]([CH2:21][C:22]2[CH:27]=[CH:26][C:25]([O:28][CH3:29])=[CH:24][CH:23]=2)[CH2:12][CH2:13][CH2:14][CH2:15][CH2:16][C:17]([O:19][CH3:20])=[O:18])=[C:7]([CH:30]=O)[CH:6]=1.O.Cl, predict the reaction product. The product is: [Br:4][C:5]1[CH:10]=[CH:9][C:8]2[N:11]([CH2:21][C:22]3[CH:23]=[CH:24][C:25]([O:28][CH3:29])=[CH:26][CH:27]=3)[CH2:12][CH2:13][CH2:14][CH2:15][C:16]([C:17]([O:19][CH3:20])=[O:18])=[CH:30][C:7]=2[CH:6]=1. (3) Given the reactants [Cl:1][C:2]1[CH:7]=[CH:6][C:5]([S:8]([N:11]2[CH:16](C3C=CC=CC=3)[CH2:15][C:14]3=[N:23][NH:24][CH:25]=[C:13]3[CH2:12]2)(=[O:10])=[O:9])=[CH:4][CH:3]=1.[C:26]1([CH2:32]C2CC(=O)CCN2)[CH:31]=[CH:30][CH:29]=[CH:28][CH:27]=1, predict the reaction product. The product is: [CH2:32]([CH:16]1[N:11]([S:8]([C:5]2[CH:6]=[CH:7][C:2]([Cl:1])=[CH:3][CH:4]=2)(=[O:10])=[O:9])[CH2:12][C:13]2[CH:25]=[N:24][NH:23][C:14]=2[CH2:15]1)[C:26]1[CH:31]=[CH:30][CH:29]=[CH:28][CH:27]=1. (4) Given the reactants [F:1][C:2]1[C:27]([O:28][CH3:29])=[CH:26][C:25]([O:30][CH3:31])=[C:24]([F:32])[C:3]=1[CH2:4][O:5][C:6]1[CH:7]=[N:8][C:9]([NH:12][C:13]2[CH:14]=[N:15][N:16](C3CCCCO3)[CH:17]=2)=[N:10][CH:11]=1.Cl.O1CCOCC1, predict the reaction product. The product is: [F:32][C:24]1[C:25]([O:30][CH3:31])=[CH:26][C:27]([O:28][CH3:29])=[C:2]([F:1])[C:3]=1[CH2:4][O:5][C:6]1[CH:11]=[N:10][C:9]([NH:12][C:13]2[CH:17]=[N:16][NH:15][CH:14]=2)=[N:8][CH:7]=1. (5) Given the reactants C(NC(C)C)(C)C.C([Li])CCC.[Br:13][C:14]1[CH:19]=[CH:18][CH:17]=[C:16]([F:20])[CH:15]=1.[Li+].CC([N-]C(C)C)C.CN(C1C=CC=CC=1)[CH:31]=[O:32], predict the reaction product. The product is: [Br:13][C:14]1([CH:19]=[CH:18][CH:17]=[C:16]([F:20])[CH2:15]1)[CH:31]=[O:32]. (6) Given the reactants [H-].[Na+].[C:3]([O:11][CH2:12][CH3:13])(=[O:10])[CH2:4][C:5]([O:7][CH2:8][CH3:9])=[O:6].Br[CH2:15][C:16]([C:18]1[CH:23]=[CH:22][C:21]([Br:24])=[CH:20][CH:19]=1)=[O:17].Cl, predict the reaction product. The product is: [Br:24][C:21]1[CH:22]=[CH:23][C:18]([C:16](=[O:17])[CH2:15][CH:4]([C:5]([O:7][CH2:8][CH3:9])=[O:6])[C:3]([O:11][CH2:12][CH3:13])=[O:10])=[CH:19][CH:20]=1. (7) Given the reactants [CH2:1]([O:3][C:4]1[NH:8][C:7]2[CH:9]=[CH:10][CH:11]=[C:12]([C:13]([O:15][CH3:16])=[O:14])[C:6]=2[N:5]=1)[CH3:2].[N+:17]([O-])([O-:19])=[O:18].[K+].[OH-].[Na+], predict the reaction product. The product is: [CH2:1]([O:3][C:4]1[NH:8][C:7]2[CH:9]=[C:10]([N+:17]([O-:19])=[O:18])[CH:11]=[C:12]([C:13]([O:15][CH3:16])=[O:14])[C:6]=2[N:5]=1)[CH3:2]. (8) Given the reactants [C:1]([CH2:3][C:4]([CH3:18])([CH3:17])[C:5]([O:7][CH2:8][C:9]1[CH:14]=[CH:13][C:12]([O:15][CH3:16])=[CH:11][CH:10]=1)=[O:6])#[N:2], predict the reaction product. The product is: [NH2:2][CH2:1][CH2:3][C:4]([CH3:18])([CH3:17])[C:5]([O:7][CH2:8][C:9]1[CH:10]=[CH:11][C:12]([O:15][CH3:16])=[CH:13][CH:14]=1)=[O:6]. (9) Given the reactants C([O-])(O)=O.[Na+].[C:6]1([S:12]([CH2:15][CH2:16][S:17][C:18]2[C:23]([NH2:24])=[CH:22][CH:21]=[CH:20][N:19]=2)(=[O:14])=[O:13])[CH:11]=[CH:10][CH:9]=[CH:8][CH:7]=1.[CH:25]1([CH2:31][C:32](Cl)=[O:33])[CH2:30][CH2:29][CH2:28][CH2:27][CH2:26]1.CCCCCC, predict the reaction product. The product is: [C:6]1([S:12]([CH2:15][CH2:16][S:17][C:18]2[C:23]([NH:24][C:32](=[O:33])[CH2:31][CH:25]3[CH2:30][CH2:29][CH2:28][CH2:27][CH2:26]3)=[CH:22][CH:21]=[CH:20][N:19]=2)(=[O:14])=[O:13])[CH:7]=[CH:8][CH:9]=[CH:10][CH:11]=1. (10) Given the reactants C(O)(C(F)(F)F)=O.C([O:12][C:13](=[O:45])[CH2:14][NH:15][C@H:16]([CH:39]1[CH2:44][CH2:43][CH2:42][CH2:41][CH2:40]1)[C:17]([N:19]1[CH2:22][CH2:21][C@H:20]1[C:23]([NH:25][CH2:26][C:27]1[CH:32]=[C:31]([Cl:33])[CH:30]=[CH:29][C:28]=1[N:34]1[CH:38]=[N:37][CH:36]=[N:35]1)=[O:24])=[O:18])(C)(C)C, predict the reaction product. The product is: [Cl:33][C:31]1[CH:30]=[CH:29][C:28]([N:34]2[CH:38]=[N:37][CH:36]=[N:35]2)=[C:27]([CH:32]=1)[CH2:26][NH:25][C:23]([C@@H:20]1[CH2:21][CH2:22][N:19]1[C:17](=[O:18])[C@H:16]([NH:15][CH2:14][C:13]([OH:45])=[O:12])[CH:39]1[CH2:40][CH2:41][CH2:42][CH2:43][CH2:44]1)=[O:24].